Dataset: Forward reaction prediction with 1.9M reactions from USPTO patents (1976-2016). Task: Predict the product of the given reaction. (1) Given the reactants [CH:1]1([N:4]([CH2:18][C:19]2[O:23][CH:22]=[C:21]([C:24]([OH:26])=O)[CH:20]=2)[S:5]([C:8]2[C:13]([CH3:14])=[CH:12][C:11]([O:15][CH3:16])=[CH:10][C:9]=2[CH3:17])(=[O:7])=[O:6])[CH2:3][CH2:2]1.CCN=C=NCCCN(C)C.C1C=CC2N(O)N=NC=2C=1.CCN(C(C)C)C(C)C.Cl.Cl.[CH3:59][NH:60][CH2:61][C:62]1[CH:75]=[CH:74][C:65]([CH2:66][N:67]2[CH2:72][CH2:71][CH2:70][CH:69]([OH:73])[CH2:68]2)=[CH:64][CH:63]=1, predict the reaction product. The product is: [CH:1]1([N:4]([CH2:18][C:19]2[O:23][CH:22]=[C:21]([C:24]([N:60]([CH2:61][C:62]3[CH:75]=[CH:74][C:65]([CH2:66][N:67]4[CH2:72][CH2:71][CH2:70][CH:69]([OH:73])[CH2:68]4)=[CH:64][CH:63]=3)[CH3:59])=[O:26])[CH:20]=2)[S:5]([C:8]2[C:9]([CH3:17])=[CH:10][C:11]([O:15][CH3:16])=[CH:12][C:13]=2[CH3:14])(=[O:7])=[O:6])[CH2:3][CH2:2]1. (2) Given the reactants C[O:2][C:3](=[O:21])[C:4]1[CH:9]=[CH:8][C:7]([Br:10])=[C:6]([O:11][CH2:12][CH2:13][C:14]2[CH:15]=[C:16]([CH3:20])[CH:17]=[CH:18][CH:19]=2)[CH:5]=1.[OH-].[Li+], predict the reaction product. The product is: [Br:10][C:7]1[CH:8]=[CH:9][C:4]([C:3]([OH:21])=[O:2])=[CH:5][C:6]=1[O:11][CH2:12][CH2:13][C:14]1[CH:15]=[C:16]([CH3:20])[CH:17]=[CH:18][CH:19]=1. (3) Given the reactants [CH2:1]([O:3][C:4]([N:6]1[C:12]2[CH:13]=[C:14]([NH2:17])[CH:15]=[CH:16][C:11]=2[O:10][CH2:9][CH2:8][CH2:7]1)=[O:5])[CH3:2].Cl[C:19]1[N:24]=[C:23]([NH:25][C:26]2[C:35]([F:36])=[CH:34][CH:33]=[CH:32][C:27]=2[C:28]([NH:30][CH3:31])=[O:29])[C:22]([Cl:37])=[CH:21][N:20]=1.C(O)(C)C.C12(CS(O)(=O)=O)C(C)(C)C(CC1)CC2=O, predict the reaction product. The product is: [CH2:1]([O:3][C:4]([N:6]1[C:12]2[CH:13]=[C:14]([NH:17][C:19]3[N:24]=[C:23]([NH:25][C:26]4[C:27]([C:28](=[O:29])[NH:30][CH3:31])=[CH:32][CH:33]=[CH:34][C:35]=4[F:36])[C:22]([Cl:37])=[CH:21][N:20]=3)[CH:15]=[CH:16][C:11]=2[O:10][CH2:9][CH2:8][CH2:7]1)=[O:5])[CH3:2]. (4) Given the reactants [H-].[Na+].[Cl:3][C:4]1[CH:9]=[CH:8][C:7]([OH:10])=[CH:6][N:5]=1.Cl[CH2:12][O:13][CH3:14], predict the reaction product. The product is: [Cl:3][C:4]1[CH:9]=[CH:8][C:7]([O:10][CH2:12][O:13][CH3:14])=[CH:6][N:5]=1. (5) Given the reactants [C:1]([C:4]1[C:12]2[C:7](=[CH:8][C:9]([C:13]([OH:15])=O)=[CH:10][CH:11]=2)[N:6]([CH2:16][CH2:17][CH2:18][CH3:19])[CH:5]=1)(=[O:3])[CH3:2].C(N1C=CN=C1)(N1C=CN=C1)=O.[NH2:32][C@@H:33]([CH2:47][C:48]1[CH:53]=[C:52]([F:54])[CH:51]=[C:50]([F:55])[CH:49]=1)[C@H:34]([OH:46])[CH2:35][NH:36][CH2:37][C:38]1[CH:43]=[CH:42][CH:41]=[C:40]([CH2:44][CH3:45])[CH:39]=1, predict the reaction product. The product is: [C:1]([C:4]1[C:12]2[C:7](=[CH:8][C:9]([C:13]([NH:32][C@@H:33]([CH2:47][C:48]3[CH:49]=[C:50]([F:55])[CH:51]=[C:52]([F:54])[CH:53]=3)[C@H:34]([OH:46])[CH2:35][NH:36][CH2:37][C:38]3[CH:43]=[CH:42][CH:41]=[C:40]([CH2:44][CH3:45])[CH:39]=3)=[O:15])=[CH:10][CH:11]=2)[N:6]([CH2:16][CH2:17][CH2:18][CH3:19])[CH:5]=1)(=[O:3])[CH3:2]. (6) Given the reactants [NH2:1][C:2]1[CH:3]=[CH:4][C:5]([F:8])=[N:6][CH:7]=1.[N-:9]([C:12]#[N:13])[C:10]#[N:11].[Na+], predict the reaction product. The product is: [C:10]([N:9]=[C:12]([NH2:13])[NH:1][C:2]1[CH:7]=[N:6][C:5]([F:8])=[CH:4][CH:3]=1)#[N:11]. (7) Given the reactants [C:1]([C:5]1[CH:6]=[C:7]2[C:12](=[CH:13][CH:14]=1)[C:11](=[O:15])[NH:10][CH:9]=[CH:8]2)([CH3:4])([CH3:3])[CH3:2].[Br:16][C:17]1[CH:24]=[CH:23][CH:22]=[C:21](Br)[C:18]=1[CH:19]=[O:20].CC1(C)C2C(=C(P(C3C=CC=CC=3)C3C=CC=CC=3)C=CC=2)OC2C(P(C3C=CC=CC=3)C3C=CC=CC=3)=CC=CC1=2.C(=O)([O-])[O-].[Cs+].[Cs+], predict the reaction product. The product is: [Br:16][C:17]1[CH:24]=[CH:23][CH:22]=[C:21]([N:10]2[CH:9]=[CH:8][C:7]3[C:12](=[CH:13][CH:14]=[C:5]([C:1]([CH3:4])([CH3:2])[CH3:3])[CH:6]=3)[C:11]2=[O:15])[C:18]=1[CH:19]=[O:20]. (8) Given the reactants [CH3:1][C@@H:2]([CH2:25][CH3:26])[C@H:3]([N:11]1[CH2:15][CH2:14][N:13]([CH2:16][C:17]2[C:18]([CH3:23])=[N:19][CH:20]=[CH:21][CH:22]=2)[C:12]1=[O:24])[C:4]([O:6]C(C)(C)C)=[O:5].FC(F)(F)C(O)=O, predict the reaction product. The product is: [CH3:1][C@@H:2]([CH2:25][CH3:26])[C@H:3]([N:11]1[CH2:15][CH2:14][N:13]([CH2:16][C:17]2[C:18]([CH3:23])=[N:19][CH:20]=[CH:21][CH:22]=2)[C:12]1=[O:24])[C:4]([OH:6])=[O:5]. (9) Given the reactants [CH:1]1([C:4]2[NH:8][N:7]=[C:6]([NH:9][C:10]3N=C(N[C@H](C4C=CC(F)=CC=4)C)C(CNC(=O)C)=[CH:12][C:11]=3F)[CH:5]=2)[CH2:3][CH2:2]1.[CH3:32][CH2:33][N:34](C(C)C)C(C)C.[F:41][C:42]1[CH:47]=[CH:46][C:45]([C@@H:48]([NH2:50])[CH3:49])=[CH:44][CH:43]=1, predict the reaction product. The product is: [CH:1]1([C:4]2[NH:8][N:7]=[C:6]([NH:9][C:10]3[CH:11]=[CH:12][N:34]=[C:33]([NH:50][C@H:48]([C:45]4[CH:46]=[CH:47][C:42]([F:41])=[CH:43][CH:44]=4)[CH3:49])[CH:32]=3)[CH:5]=2)[CH2:2][CH2:3]1.